This data is from Forward reaction prediction with 1.9M reactions from USPTO patents (1976-2016). The task is: Predict the product of the given reaction. (1) Given the reactants CC(C)([O-])C.[Na+].[CH:7]([C:10]1[CH:15]=[CH:14][C:13]([SH:16])=[CH:12][CH:11]=1)([CH3:9])[CH3:8].[CH3:17][O:18][C:19](=[O:35])[C:20]1[CH:25]=[C:24]([S:26](=[O:32])(=[O:31])[NH:27][CH2:28][CH2:29]Br)[CH:23]=[C:22]([CH3:33])[C:21]=1[CH3:34], predict the reaction product. The product is: [CH3:17][O:18][C:19](=[O:35])[C:20]1[CH:25]=[C:24]([S:26](=[O:31])(=[O:32])[NH:27][CH2:28][CH2:29][S:16][C:13]2[CH:14]=[CH:15][C:10]([CH:7]([CH3:9])[CH3:8])=[CH:11][CH:12]=2)[CH:23]=[C:22]([CH3:33])[C:21]=1[CH3:34]. (2) Given the reactants [NH:1]1[CH2:6][CH2:5][NH:4][CH2:3][CH2:2]1.Cl[C:8]1[N:9]([CH2:30][CH:31]([CH3:33])[CH3:32])[C:10]2[C:15]([N:16]=1)=[C:14]([N:17]1[CH2:22][CH2:21][O:20][CH2:19][CH2:18]1)[N:13]=[C:12]([C:23]1[CH:24]=[N:25][C:26]([NH2:29])=[N:27][CH:28]=1)[N:11]=2, predict the reaction product. The product is: [CH2:30]([N:9]1[C:8]([N:1]2[CH2:6][CH2:5][NH:4][CH2:3][CH2:2]2)=[N:16][C:15]2[C:10]1=[N:11][C:12]([C:23]1[CH:28]=[N:27][C:26]([NH2:29])=[N:25][CH:24]=1)=[N:13][C:14]=2[N:17]1[CH2:22][CH2:21][O:20][CH2:19][CH2:18]1)[CH:31]([CH3:33])[CH3:32]. (3) Given the reactants [CH3:1][N:2]1[C:10]2[C:5](=[CH:6][CH:7]=[C:8]([O:11][CH3:12])[CH:9]=2)[C:4]([C:13]([OH:15])=O)=[C:3]1[CH3:16].C(Cl)(=O)C(Cl)=O.[CH2:23]([NH2:27])[CH:24]([CH3:26])[CH3:25], predict the reaction product. The product is: [CH2:23]([NH:27][C:13]([C:4]1[C:5]2[C:10](=[CH:9][C:8]([O:11][CH3:12])=[CH:7][CH:6]=2)[N:2]([CH3:1])[C:3]=1[CH3:16])=[O:15])[CH:24]([CH3:26])[CH3:25]. (4) Given the reactants C(N(CC)CC)C.[OH:8][CH2:9][CH:10]1[NH:15][CH2:14][CH2:13][N:12]([C:16]([O:18][C:19]([CH3:22])([CH3:21])[CH3:20])=[O:17])[CH2:11]1.[CH2:23](Br)[C:24]1[CH:29]=[CH:28][CH:27]=[CH:26][CH:25]=1, predict the reaction product. The product is: [CH2:23]([N:15]1[CH2:14][CH2:13][N:12]([C:16]([O:18][C:19]([CH3:22])([CH3:21])[CH3:20])=[O:17])[CH2:11][CH:10]1[CH2:9][OH:8])[C:24]1[CH:29]=[CH:28][CH:27]=[CH:26][CH:25]=1.